Dataset: Full USPTO retrosynthesis dataset with 1.9M reactions from patents (1976-2016). Task: Predict the reactants needed to synthesize the given product. (1) The reactants are: [Br:1][C:2]1[CH:3]=[C:4]([C:8]2([C:12]3[CH:17]=[CH:16][CH:15]=[C:14]([Br:18])[CH:13]=3)[CH2:11][NH:10][CH2:9]2)[CH:5]=[CH:6][CH:7]=1.[C:19]([C:23]1[CH:28]=[CH:27][C:26](I)=[CH:25][CH:24]=1)([CH3:22])([CH3:21])[CH3:20].CC1(C)C2C(=C(P(C3C=CC=CC=3)C3C=CC=CC=3)C=CC=2)OC2C(P(C3C=CC=CC=3)C3C=CC=CC=3)=CC=CC1=2.CC(C)([O-])C. Given the product [Br:1][C:2]1[CH:3]=[C:4]([C:8]2([C:12]3[CH:17]=[CH:16][CH:15]=[C:14]([Br:18])[CH:13]=3)[CH2:9][N:10]([C:26]3[CH:27]=[CH:28][C:23]([C:19]([CH3:22])([CH3:21])[CH3:20])=[CH:24][CH:25]=3)[CH2:11]2)[CH:5]=[CH:6][CH:7]=1, predict the reactants needed to synthesize it. (2) Given the product [OH:15][CH2:14][CH:9]1[CH2:10][O:11][CH2:12][CH2:13][N:8]1[C:6]([O:5][C:1]([CH3:4])([CH3:3])[CH3:2])=[O:7], predict the reactants needed to synthesize it. The reactants are: [C:1]([O:5][C:6]([N:8]1[CH2:13][CH2:12][O:11][CH2:10][CH:9]1[C:14](O)=[O:15])=[O:7])([CH3:4])([CH3:3])[CH3:2]. (3) Given the product [CH3:2][C:1]1[N:27]=[C:25]([C:21]2[NH:20][CH:24]=[CH:23][CH:22]=2)[N:7]([CH2:8][CH2:9][C:10]2[CH:15]=[CH:14][CH:13]=[CH:12][CH:11]=2)[C:5](=[O:6])[C:4]=1[CH2:16][CH:17]([CH3:19])[CH3:18], predict the reactants needed to synthesize it. The reactants are: [C:1]([CH:4]([CH2:16][CH:17]([CH3:19])[CH3:18])[C:5]([NH:7][CH2:8][CH2:9][C:10]1[CH:15]=[CH:14][CH:13]=[CH:12][CH:11]=1)=[O:6])(=O)[CH3:2].[NH:20]1[CH:24]=[CH:23][CH:22]=[C:21]1[C:25]([NH2:27])=O.